This data is from Reaction yield outcomes from USPTO patents with 853,638 reactions. The task is: Predict the reaction yield, written as a fraction of the theoretical maximum amount of product (1.0 means a 100% yield; for example, 0.34 means a 34% yield). (1) The reactants are Br[C:2]1[CH:11]=[C:10]2[C:5]([C:6](=[O:12])[CH2:7][CH2:8][O:9]2)=[CH:4][CH:3]=1.[F:13][C:14]([F:25])([F:24])[C:15]1[CH:20]=[CH:19][C:18](B(O)O)=[CH:17][CH:16]=1.C([O-])([O-])=O.[K+].[K+]. The catalyst is CN(C=O)C.C1C=CC([P]([Pd]([P](C2C=CC=CC=2)(C2C=CC=CC=2)C2C=CC=CC=2)([P](C2C=CC=CC=2)(C2C=CC=CC=2)C2C=CC=CC=2)[P](C2C=CC=CC=2)(C2C=CC=CC=2)C2C=CC=CC=2)(C2C=CC=CC=2)C2C=CC=CC=2)=CC=1. The product is [F:13][C:14]([F:25])([F:24])[C:15]1[CH:20]=[CH:19][C:18]([C:2]2[CH:3]=[CH:4][C:5]3[C:6](=[O:12])[CH2:7][CH2:8][O:9][C:10]=3[CH:11]=2)=[CH:17][CH:16]=1. The yield is 0.610. (2) The reactants are [F:1][C:2]([F:11])([F:10])[CH2:3][CH2:4][C@@H:5]([C:7]([OH:9])=[O:8])[NH2:6].[OH-].[Na+].[Cl:14][C:15]1[S:19][C:18]([S:20](Cl)(=[O:22])=[O:21])=[CH:17][CH:16]=1. The catalyst is C1COCC1.CCOC(C)=O. The product is [Cl:14][C:15]1[S:19][C:18]([S:20]([NH:6][C@H:5]([C:7]([OH:9])=[O:8])[CH2:4][CH2:3][C:2]([F:10])([F:11])[F:1])(=[O:22])=[O:21])=[CH:17][CH:16]=1. The yield is 0.683. (3) The reactants are CC1(C)C(C)(C)OB([C:9]2[CH:14]=[CH:13][C:12]([C:15]3[NH:19][C:18]([C@@H:20]4[CH2:24][CH2:23][CH2:22][N:21]4[C:25]([O:27][C:28]([CH3:31])([CH3:30])[CH3:29])=[O:26])=[N:17][CH:16]=3)=[CH:11][CH:10]=2)O1.Cl[C:34]1[N:39]=[CH:38][C:37]([C:40]2[N:44]([CH2:45][O:46][CH2:47][CH2:48][Si:49]([CH3:52])([CH3:51])[CH3:50])[C:43]([C@@H:53]3[CH2:57][CH2:56][CH2:55][N:54]3[C:58]([O:60][C:61]([CH3:64])([CH3:63])[CH3:62])=[O:59])=[N:42][CH:41]=2)=[CH:36][N:35]=1.C([O-])(O)=O.[Na+].COCCOC. The catalyst is C(OCC)(=O)C.[Pd].O. The product is [C:61]([O:60][C:58]([N:54]1[CH2:55][CH2:56][CH2:57][C@H:53]1[C:43]1[N:44]([CH2:45][O:46][CH2:47][CH2:48][Si:49]([CH3:52])([CH3:51])[CH3:50])[C:40]([C:37]2[CH:36]=[N:35][C:34]([C:9]3[CH:10]=[CH:11][C:12]([C:15]4[NH:19][C:18]([C@@H:20]5[CH2:24][CH2:23][CH2:22][N:21]5[C:25]([O:27][C:28]([CH3:31])([CH3:30])[CH3:29])=[O:26])=[N:17][CH:16]=4)=[CH:13][CH:14]=3)=[N:39][CH:38]=2)=[CH:41][N:42]=1)=[O:59])([CH3:64])([CH3:63])[CH3:62]. The yield is 0.980. (4) The reactants are F[C:2]1[CH:11]=[CH:10][C:5]([C:6]([O:8][CH3:9])=[O:7])=[CH:4][C:3]=1[N+:12]([O-:14])=[O:13].[N:15]1([C:21]([O:23][C:24]([CH3:27])([CH3:26])[CH3:25])=[O:22])[CH2:20][CH2:19][NH:18][CH2:17][CH2:16]1.C(=O)([O-])[O-].[K+].[K+].O. The catalyst is O1CCCC1. The product is [CH3:9][O:8][C:6]([C:5]1[CH:10]=[CH:11][C:2]([N:18]2[CH2:17][CH2:16][N:15]([C:21]([O:23][C:24]([CH3:27])([CH3:26])[CH3:25])=[O:22])[CH2:20][CH2:19]2)=[C:3]([N+:12]([O-:14])=[O:13])[CH:4]=1)=[O:7]. The yield is 1.00. (5) The reactants are [CH3:1][C:2]1[C:3]([CH2:8][N:9]([CH:14]([C:16]2[CH:21]=[CH:20][CH:19]=[CH:18][N:17]=2)[CH3:15])[CH2:10][CH2:11][CH2:12][NH2:13])=[N:4][CH:5]=[CH:6][CH:7]=1.[OH:22][C:23]1[CH:31]=[CH:30][C:26]([C:27](O)=[O:28])=[CH:25][N:24]=1.CCN=C=NCCCN(C)C.C1C=CC2N(O)N=NC=2C=1.CCN(C(C)C)C(C)C. The catalyst is CN(C=O)C. The product is [OH:22][C:23]1[CH:31]=[CH:30][C:26]([C:27]([NH:13][CH2:12][CH2:11][CH2:10][N:9]([CH2:8][C:3]2[C:2]([CH3:1])=[CH:7][CH:6]=[CH:5][N:4]=2)[CH:14]([C:16]2[CH:21]=[CH:20][CH:19]=[CH:18][N:17]=2)[CH3:15])=[O:28])=[CH:25][N:24]=1. The yield is 0.380.